From a dataset of Forward reaction prediction with 1.9M reactions from USPTO patents (1976-2016). Predict the product of the given reaction. (1) The product is: [CH3:3][N:4]1[CH:8]=[C:7]([C:9]([NH:11][CH:12]([C:13]([NH:2][CH3:1])=[O:15])[CH:18]([C:23]2[CH:28]=[CH:27][CH:26]=[CH:25][CH:24]=2)[CH2:19][N+:20]([O-:22])=[O:21])=[O:10])[C:6]([C:29]([F:31])([F:30])[F:32])=[N:5]1. Given the reactants [CH3:1][NH2:2].[CH3:3][N:4]1[CH:8]=[C:7]([C:9]([NH:11][CH:12]([CH:18]([C:23]2[CH:28]=[CH:27][CH:26]=[CH:25][CH:24]=2)[CH2:19][N+:20]([O-:22])=[O:21])[C:13]([O:15]CC)=O)=[O:10])[C:6]([C:29]([F:32])([F:31])[F:30])=[N:5]1, predict the reaction product. (2) Given the reactants [H-].[Na+].[CH2:3]([OH:7])[CH2:4][CH2:5][OH:6].[CH2:8](CS([O-])(=O)=O)[CH2:9][CH:10]([CH2:12][CH2:13][CH2:14][CH:15]([CH2:17][CH2:18][CH2:19][CH:20]([CH2:22][CH2:23][CH2:24][CH:25]([CH3:27])[CH3:26])[CH3:21])[CH3:16])[CH3:11], predict the reaction product. The product is: [CH2:8]([O:6][CH2:5][CH2:4][CH2:3][OH:7])[CH2:9][CH:10]([CH2:12][CH2:13][CH2:14][CH:15]([CH2:17][CH2:18][CH2:19][CH:20]([CH2:22][CH2:23][CH2:24][CH:25]([CH3:26])[CH3:27])[CH3:21])[CH3:16])[CH3:11].